This data is from Full USPTO retrosynthesis dataset with 1.9M reactions from patents (1976-2016). The task is: Predict the reactants needed to synthesize the given product. (1) Given the product [Cl:23][C:24]1[S:28][C:27]([S:29]([NH:32][C:33]([NH:3][CH2:4][CH:5]2[CH2:8][N:7]([C:9]3[C:19]([C:20]#[N:21])=[CH:18][C:12]([C:13]([O:15][CH2:16][CH3:17])=[O:14])=[C:11]([CH3:22])[N:10]=3)[CH2:6]2)=[O:34])(=[O:31])=[O:30])=[CH:26][CH:25]=1, predict the reactants needed to synthesize it. The reactants are: Cl.Cl.[NH2:3][CH2:4][CH:5]1[CH2:8][N:7]([C:9]2[C:19]([C:20]#[N:21])=[CH:18][C:12]([C:13]([O:15][CH2:16][CH3:17])=[O:14])=[C:11]([CH3:22])[N:10]=2)[CH2:6]1.[Cl:23][C:24]1[S:28][C:27]([S:29]([NH:32][C:33](=O)[O:34]CC(Cl)(Cl)Cl)(=[O:31])=[O:30])=[CH:26][CH:25]=1.CCN(C(C)C)C(C)C.CCOC(C)=O. (2) Given the product [N:1]1([C:7]([NH2:10])=[O:8])[CH2:6][CH2:5][O:4][CH2:3][CH2:2]1, predict the reactants needed to synthesize it. The reactants are: [N:1]1([C:7](Cl)=[O:8])[CH2:6][CH2:5][O:4][CH2:3][CH2:2]1.[NH3:10].